Dataset: Reaction yield outcomes from USPTO patents with 853,638 reactions. Task: Predict the reaction yield, written as a fraction of the theoretical maximum amount of product (1.0 means a 100% yield; for example, 0.34 means a 34% yield). (1) The reactants are [F:1][C:2]1[CH:7]=[CH:6][C:5]([O:8][C:9]2[CH:14]=[CH:13][C:12]([N+:15]([O-])=O)=[CH:11][CH:10]=2)=[CH:4][C:3]=1[C:18]([F:21])([F:20])[F:19]. The catalyst is CO.[Pd]. The product is [F:1][C:2]1[CH:7]=[CH:6][C:5]([O:8][C:9]2[CH:10]=[CH:11][C:12]([NH2:15])=[CH:13][CH:14]=2)=[CH:4][C:3]=1[C:18]([F:19])([F:20])[F:21]. The yield is 0.950. (2) The reactants are [F:1][CH:2]([C:16]#[CH:17])[CH2:3][N:4]1[CH:8]=[C:7]([C:9]([O:11][C:12]([CH3:15])([CH3:14])[CH3:13])=[O:10])[N:6]=[N:5]1.[F:18][C:19]1[CH:24]=[CH:23][CH:22]=[CH:21][C:20]=1[C:25]1[NH:34][C:28]2[N:29]=[N:30][C:31](I)=[CH:32][C:27]=2[CH:26]=1. The catalyst is CN(C=O)C.Cl[Pd](Cl)([P](C1C=CC=CC=1)(C1C=CC=CC=1)C1C=CC=CC=1)[P](C1C=CC=CC=1)(C1C=CC=CC=1)C1C=CC=CC=1.[Cu]I. The product is [F:1][CH:2]([C:16]#[C:17][C:31]1[N:30]=[N:29][C:28]2[NH:34][C:25]([C:20]3[CH:21]=[CH:22][CH:23]=[CH:24][C:19]=3[F:18])=[CH:26][C:27]=2[CH:32]=1)[CH2:3][N:4]1[CH:8]=[C:7]([C:9]([O:11][C:12]([CH3:13])([CH3:14])[CH3:15])=[O:10])[N:6]=[N:5]1. The yield is 0.190. (3) The reactants are [C:1]([O:5][C:6]([N:8]1[CH2:11][CH:10]([N:12]2[CH:16]=[CH:15][N:14]=[C:13]2[C:17]2[S:18][C:19]3[CH2:20][CH2:21][O:22][C:23]4[CH:30]=[C:29]([C:31]5[CH:32]=[N:33][N:34]([CH2:36][C:37]([OH:40])([CH3:39])[CH3:38])[CH:35]=5)[CH:28]=[CH:27][C:24]=4[C:25]=3[N:26]=2)[CH2:9]1)=[O:7])([CH3:4])([CH3:3])[CH3:2].CN(C)C=O.[Cl:46]N1C(=O)CCC1=O.Cl. The catalyst is O. The product is [C:1]([O:5][C:6]([N:8]1[CH2:9][CH:10]([N:12]2[C:16]([Cl:46])=[CH:15][N:14]=[C:13]2[C:17]2[S:18][C:19]3[CH2:20][CH2:21][O:22][C:23]4[CH:30]=[C:29]([C:31]5[CH:32]=[N:33][N:34]([CH2:36][C:37]([OH:40])([CH3:39])[CH3:38])[CH:35]=5)[CH:28]=[CH:27][C:24]=4[C:25]=3[N:26]=2)[CH2:11]1)=[O:7])([CH3:4])([CH3:3])[CH3:2]. The yield is 0.750. (4) The reactants are C([NH:4][C@H:5]1[CH2:10][C@@H:9]([C:11]2[CH:16]=[CH:15][CH:14]=[C:13]([O:17][CH3:18])[CH:12]=2)[O:8][C@@H:7]([C:19]2[CH:20]=[C:21]([CH:26]=[CH:27][CH:28]=2)[C:22]([O:24][CH3:25])=[O:23])[CH2:6]1)(=O)C.C(N(C(C)C)CC)(C)C.[C:46](O[C:46]([O:48][C:49]([CH3:52])([CH3:51])[CH3:50])=[O:47])([O:48][C:49]([CH3:52])([CH3:51])[CH3:50])=[O:47].C[O-].[Na+]. The catalyst is CN(C1C=CN=CC=1)C.C1(C)C=CC=CC=1. The product is [C:49]([O:48][C:46]([NH:4][C@H:5]1[CH2:10][C@@H:9]([C:11]2[CH:16]=[CH:15][CH:14]=[C:13]([O:17][CH3:18])[CH:12]=2)[O:8][C@@H:7]([C:19]2[CH:20]=[C:21]([CH:26]=[CH:27][CH:28]=2)[C:22]([O:24][CH3:25])=[O:23])[CH2:6]1)=[O:47])([CH3:50])([CH3:51])[CH3:52]. The yield is 0.396.